Dataset: Forward reaction prediction with 1.9M reactions from USPTO patents (1976-2016). Task: Predict the product of the given reaction. The product is: [Br:6][C:7]1[C:15]([S:2]([Cl:1])(=[O:5])=[O:3])=[CH:14][C:10]([C:11]([OH:13])=[O:12])=[C:9]([CH3:16])[CH:8]=1. Given the reactants [Cl:1][S:2]([OH:5])(=O)=[O:3].[Br:6][C:7]1[CH:15]=[CH:14][C:10]([C:11]([OH:13])=[O:12])=[C:9]([CH3:16])[CH:8]=1, predict the reaction product.